This data is from NCI-60 drug combinations with 297,098 pairs across 59 cell lines. The task is: Regression. Given two drug SMILES strings and cell line genomic features, predict the synergy score measuring deviation from expected non-interaction effect. Drug 1: C1=C(C(=O)NC(=O)N1)F. Drug 2: CCC1(C2=C(COC1=O)C(=O)N3CC4=CC5=C(C=CC(=C5CN(C)C)O)N=C4C3=C2)O.Cl. Cell line: IGROV1. Synergy scores: CSS=40.6, Synergy_ZIP=1.34, Synergy_Bliss=2.58, Synergy_Loewe=3.68, Synergy_HSA=6.17.